From a dataset of Reaction yield outcomes from USPTO patents with 853,638 reactions. Predict the reaction yield, written as a fraction of the theoretical maximum amount of product (1.0 means a 100% yield; for example, 0.34 means a 34% yield). (1) The reactants are [Cl:1][C:2]1[CH:16]=[CH:15][C:5]([C:6]([NH:8][CH:9]2[CH2:14][CH2:13][O:12][CH2:11][CH2:10]2)=[O:7])=[C:4]([S:17][CH2:18][CH2:19][CH3:20])[N:3]=1.[H-].[Na+].[CH3:23]I. The catalyst is CN(C=O)C. The product is [Cl:1][C:2]1[CH:16]=[CH:15][C:5]([C:6]([N:8]([CH3:23])[CH:9]2[CH2:10][CH2:11][O:12][CH2:13][CH2:14]2)=[O:7])=[C:4]([S:17][CH2:18][CH2:19][CH3:20])[N:3]=1. The yield is 0.990. (2) The reactants are [OH:1][C:2]([CH3:24])([CH3:23])[C:3]#[C:4][C:5]1[CH:6]=[CH:7][C:8]2[O:9][CH2:10][CH2:11][C:12]3[N:13]([CH:16]=[C:17]([C:19](OC)=[O:20])[N:18]=3)[C:14]=2[N:15]=1.ClC1C=CC2OCCC3[N:34](C=C(C(OC)=O)N=3)C=2N=1.CC(C#C)CO. The catalyst is O1CCOCC1.O. The product is [OH:1][C:2]([CH3:23])([CH3:24])[C:3]#[C:4][C:5]1[CH:6]=[CH:7][C:8]2[O:9][CH2:10][CH2:11][C:12]3[N:13]([CH:16]=[C:17]([C:19]([NH2:34])=[O:20])[N:18]=3)[C:14]=2[N:15]=1. The yield is 0.440. (3) The reactants are [O:1]1[CH2:6][CH2:5][CH:4]([C:7]2[CH:8]=[C:9]3[C:13](=[CH:14][CH:15]=2)[CH2:12][N:11]([C:16]([C:18]2[CH:23]=[CH:22][CH:21]=[CH:20][C:19]=2[O:24][C@@H:25]([CH3:30])[C:26]([F:29])([F:28])[F:27])=[O:17])[CH2:10]3)[CH2:3][CH2:2]1.[Cl:31][S:32](O)(=[O:34])=[O:33]. The catalyst is ClCCCl. The product is [O:1]1[CH2:6][CH2:5][CH:4]([C:7]2[CH:8]=[C:9]3[C:13](=[CH:14][CH:15]=2)[CH2:12][N:11]([C:16]([C:18]2[CH:23]=[C:22]([S:32]([Cl:31])(=[O:34])=[O:33])[CH:21]=[CH:20][C:19]=2[O:24][C@@H:25]([CH3:30])[C:26]([F:29])([F:27])[F:28])=[O:17])[CH2:10]3)[CH2:3][CH2:2]1. The yield is 0.510. (4) The reactants are [C:1]1(=[C:8]([C:24]2[CH:29]=[CH:28][C:27]([OH:30])=[CH:26][CH:25]=2)[C:9]2[CH:14]=[CH:13][C:12]([O:15][CH2:16][CH2:17][CH2:18][C:19]([O:21]CC)=[O:20])=[CH:11][CH:10]=2)[CH2:7][CH2:6][CH2:5][CH2:4][CH2:3][CH2:2]1.CCO.[OH-].[Na+]. The catalyst is C1COCC1. The product is [C:1]1(=[C:8]([C:24]2[CH:29]=[CH:28][C:27]([OH:30])=[CH:26][CH:25]=2)[C:9]2[CH:14]=[CH:13][C:12]([O:15][CH2:16][CH2:17][CH2:18][C:19]([OH:21])=[O:20])=[CH:11][CH:10]=2)[CH2:7][CH2:6][CH2:5][CH2:4][CH2:3][CH2:2]1. The yield is 0.740. (5) The reactants are [Si]([O:8][CH2:9][C@H:10]1[CH2:14][CH2:13][C@H:12]([O:15][C:16]2[N:24]=[CH:23][N:22]=[C:21]3[C:17]=2[N:18]=[C:19]([C:31]2[C:40]4[C:35](=[CH:36][CH:37]=[CH:38][CH:39]=4)[CH:34]=[CH:33][CH:32]=2)[N:20]3C2CCCCO2)[CH2:11]1)(C(C)(C)C)(C)C.O.CC(O)=O. The catalyst is C1COCC1. The product is [C:31]1([C:19]2[NH:20][C:21]3[C:17]([N:18]=2)=[C:16]([O:15][C@H:12]2[CH2:13][CH2:14][C@H:10]([CH2:9][OH:8])[CH2:11]2)[N:24]=[CH:23][N:22]=3)[C:40]2[C:35](=[CH:36][CH:37]=[CH:38][CH:39]=2)[CH:34]=[CH:33][CH:32]=1. The yield is 0.850. (6) The reactants are C([N:8]1[CH2:13][C@H:12]([C:14]([F:17])([F:16])[F:15])[O:11][C@H:10]([CH3:18])[CH2:9]1)C1C=CC=CC=1.[ClH:19]. The catalyst is CO.[Pd]. The product is [ClH:19].[CH3:18][C@H:10]1[O:11][C@@H:12]([C:14]([F:16])([F:15])[F:17])[CH2:13][NH:8][CH2:9]1. The yield is 1.03.